Dataset: NCI-60 drug combinations with 297,098 pairs across 59 cell lines. Task: Regression. Given two drug SMILES strings and cell line genomic features, predict the synergy score measuring deviation from expected non-interaction effect. (1) Drug 1: CNC(=O)C1=CC=CC=C1SC2=CC3=C(C=C2)C(=NN3)C=CC4=CC=CC=N4. Drug 2: CC1=C2C(C(=O)C3(C(CC4C(C3C(C(C2(C)C)(CC1OC(=O)C(C(C5=CC=CC=C5)NC(=O)OC(C)(C)C)O)O)OC(=O)C6=CC=CC=C6)(CO4)OC(=O)C)OC)C)OC. Cell line: HT29. Synergy scores: CSS=74.8, Synergy_ZIP=17.4, Synergy_Bliss=16.8, Synergy_Loewe=-20.1, Synergy_HSA=16.4. (2) Drug 2: CC1C(C(CC(O1)OC2CC(CC3=C2C(=C4C(=C3O)C(=O)C5=CC=CC=C5C4=O)O)(C(=O)C)O)N)O. Drug 1: CCCCCOC(=O)NC1=NC(=O)N(C=C1F)C2C(C(C(O2)C)O)O. Synergy scores: CSS=45.5, Synergy_ZIP=1.76, Synergy_Bliss=2.46, Synergy_Loewe=-44.7, Synergy_HSA=1.36. Cell line: HS 578T. (3) Drug 1: COC1=CC(=CC(=C1O)OC)C2C3C(COC3=O)C(C4=CC5=C(C=C24)OCO5)OC6C(C(C7C(O6)COC(O7)C8=CC=CS8)O)O. Drug 2: C1=CN(C=N1)CC(O)(P(=O)(O)O)P(=O)(O)O. Cell line: NCI-H322M. Synergy scores: CSS=12.5, Synergy_ZIP=0.467, Synergy_Bliss=4.99, Synergy_Loewe=6.64, Synergy_HSA=6.64. (4) Drug 1: C(=O)(N)NO. Drug 2: CC12CCC3C(C1CCC2O)C(CC4=C3C=CC(=C4)O)CCCCCCCCCS(=O)CCCC(C(F)(F)F)(F)F. Cell line: SNB-19. Synergy scores: CSS=-4.52, Synergy_ZIP=1.83, Synergy_Bliss=-2.24, Synergy_Loewe=-5.35, Synergy_HSA=-6.18. (5) Drug 1: CC1CCC2CC(C(=CC=CC=CC(CC(C(=O)C(C(C(=CC(C(=O)CC(OC(=O)C3CCCCN3C(=O)C(=O)C1(O2)O)C(C)CC4CCC(C(C4)OC)OCCO)C)C)O)OC)C)C)C)OC. Drug 2: CC12CCC3C(C1CCC2OP(=O)(O)O)CCC4=C3C=CC(=C4)OC(=O)N(CCCl)CCCl.[Na+]. Cell line: NCI/ADR-RES. Synergy scores: CSS=-3.21, Synergy_ZIP=1.18, Synergy_Bliss=0.0193, Synergy_Loewe=-2.00, Synergy_HSA=-2.65.